This data is from NCI-60 drug combinations with 297,098 pairs across 59 cell lines. The task is: Regression. Given two drug SMILES strings and cell line genomic features, predict the synergy score measuring deviation from expected non-interaction effect. (1) Drug 1: CN(CCCl)CCCl.Cl. Drug 2: C1CCC(C(C1)N)N.C(=O)(C(=O)[O-])[O-].[Pt+4]. Cell line: EKVX. Synergy scores: CSS=11.7, Synergy_ZIP=-3.51, Synergy_Bliss=-0.535, Synergy_Loewe=0.0823, Synergy_HSA=1.94. (2) Drug 1: CC1=C2C(C(=O)C3(C(CC4C(C3C(C(C2(C)C)(CC1OC(=O)C(C(C5=CC=CC=C5)NC(=O)OC(C)(C)C)O)O)OC(=O)C6=CC=CC=C6)(CO4)OC(=O)C)OC)C)OC. Drug 2: C1CNP(=O)(OC1)N(CCCl)CCCl. Cell line: CAKI-1. Synergy scores: CSS=42.2, Synergy_ZIP=6.37, Synergy_Bliss=4.93, Synergy_Loewe=-25.2, Synergy_HSA=1.80. (3) Drug 1: CC(C)(C#N)C1=CC(=CC(=C1)CN2C=NC=N2)C(C)(C)C#N. Drug 2: CC1CCC2CC(C(=CC=CC=CC(CC(C(=O)C(C(C(=CC(C(=O)CC(OC(=O)C3CCCCN3C(=O)C(=O)C1(O2)O)C(C)CC4CCC(C(C4)OC)O)C)C)O)OC)C)C)C)OC. Cell line: COLO 205. Synergy scores: CSS=4.16, Synergy_ZIP=-0.0793, Synergy_Bliss=-1.78, Synergy_Loewe=-1.12, Synergy_HSA=-1.01. (4) Drug 1: CC1C(C(CC(O1)OC2CC(CC3=C2C(=C4C(=C3O)C(=O)C5=C(C4=O)C(=CC=C5)OC)O)(C(=O)CO)O)N)O.Cl. Drug 2: CC(C)CN1C=NC2=C1C3=CC=CC=C3N=C2N. Cell line: SNB-19. Synergy scores: CSS=50.4, Synergy_ZIP=-2.50, Synergy_Bliss=-5.55, Synergy_Loewe=-6.97, Synergy_HSA=-3.97. (5) Drug 1: CN1CCC(CC1)COC2=C(C=C3C(=C2)N=CN=C3NC4=C(C=C(C=C4)Br)F)OC. Drug 2: CS(=O)(=O)C1=CC(=C(C=C1)C(=O)NC2=CC(=C(C=C2)Cl)C3=CC=CC=N3)Cl. Cell line: A498. Synergy scores: CSS=15.2, Synergy_ZIP=-4.15, Synergy_Bliss=-2.98, Synergy_Loewe=-4.97, Synergy_HSA=-1.92. (6) Drug 1: C1=CC(=CC=C1CC(C(=O)O)N)N(CCCl)CCCl.Cl. Drug 2: CC1CCCC2(C(O2)CC(NC(=O)CC(C(C(=O)C(C1O)C)(C)C)O)C(=CC3=CSC(=N3)C)C)C. Cell line: ACHN. Synergy scores: CSS=25.0, Synergy_ZIP=1.10, Synergy_Bliss=1.39, Synergy_Loewe=-0.148, Synergy_HSA=-0.113.